Dataset: Retrosynthesis with 50K atom-mapped reactions and 10 reaction types from USPTO. Task: Predict the reactants needed to synthesize the given product. Given the product COC(=O)C(C)(C)NC(=O)c1ccc2ccccc2c1OC(C)COc1ccccc1, predict the reactants needed to synthesize it. The reactants are: CC(COc1ccccc1)Oc1c(C(=O)O)ccc2ccccc12.COC(=O)C(C)(C)N.